Task: Predict which catalyst facilitates the given reaction.. Dataset: Catalyst prediction with 721,799 reactions and 888 catalyst types from USPTO (1) Reactant: C([Si]1(C(C)C)[O:11][C@H:10]2[CH2:12][C@H:13]([C:15]3[N:23]4[C:18]([C:19]([NH2:24])=[N:20][CH:21]=[N:22]4)=[CH:17][CH:16]=3)[O:14][C@@H:9]2[CH2:8][O:7][Si](C(C)C)(C(C)C)O1)(C)C.CCCC[N+](CCCC)(CCCC)CCCC.[F-]. Product: [NH2:24][C:19]1[C:18]2=[CH:17][CH:16]=[C:15]([C@@H:13]3[O:14][C@H:9]([CH2:8][OH:7])[C@@H:10]([OH:11])[CH2:12]3)[N:23]2[N:22]=[CH:21][N:20]=1. The catalyst class is: 1. (2) Reactant: Cl[C:2]1[N:3]=[N+:4]([O-:12])[C:5]2[CH:11]=[CH:10][CH:9]=[CH:8][C:6]=2[N:7]=1.[NH2:13][CH2:14][CH2:15][CH2:16][C:17]#[N:18]. Product: [O-:12][N+:4]1[C:5]2[CH:11]=[CH:10][CH:9]=[CH:8][C:6]=2[N:7]=[C:2]([NH:18][CH2:17][CH2:16][CH2:15][C:14]#[N:13])[N:3]=1. The catalyst class is: 57. (3) Reactant: [NH2:1][C:2]1[CH:3]=[N:4][C:5]([NH:8][C:9](=[O:11])[CH3:10])=[N:6][CH:7]=1.N1C=CC=CC=1.Cl[C:19]([O:21][CH2:22][C:23]([Cl:26])([Cl:25])[Cl:24])=[O:20]. Product: [C:9]([NH:8][C:5]1[N:6]=[CH:7][C:2]([NH:1][C:19](=[O:20])[O:21][CH2:22][C:23]([Cl:26])([Cl:25])[Cl:24])=[CH:3][N:4]=1)(=[O:11])[CH3:10]. The catalyst class is: 7. (4) Reactant: [O:1]=[C:2]1[C:7]2[C:8]([C:11]([OH:13])=[O:12])=[CH:9][O:10][C:6]=2[CH2:5][C:4]2([CH2:16][CH2:15][CH2:14]2)[NH:3]1.[H-].[Na+].Br[CH2:20][CH2:21][O:22][CH2:23][C:24]1[CH:29]=[CH:28][CH:27]=[CH:26][CH:25]=1. Product: [CH2:23]([O:22][CH2:21][CH2:20][N:3]1[C:4]2([CH2:14][CH2:15][CH2:16]2)[CH2:5][C:6]2[O:10][CH:9]=[C:8]([C:11]([OH:13])=[O:12])[C:7]=2[C:2]1=[O:1])[C:24]1[CH:29]=[CH:28][CH:27]=[CH:26][CH:25]=1. The catalyst class is: 9. (5) Reactant: [CH2:1]([C:5]1[O:6][C:7]2[CH:23]=[CH:22][CH:21]=[CH:20][C:8]=2[C:9]=1/[CH:10]=[CH:11]\[C:12]1[CH:17]=[CH:16][C:15]([O:18][CH3:19])=[CH:14][CH:13]=1)[CH2:2][CH2:3][CH3:4]. Product: [CH2:1]([C:5]1[O:6][C:7]2[CH:23]=[CH:22][CH:21]=[CH:20][C:8]=2[C:9]=1[CH2:10][CH2:11][C:12]1[CH:13]=[CH:14][C:15]([O:18][CH3:19])=[CH:16][CH:17]=1)[CH2:2][CH2:3][CH3:4]. The catalyst class is: 99.